Task: Predict the product of the given reaction.. Dataset: Forward reaction prediction with 1.9M reactions from USPTO patents (1976-2016) (1) Given the reactants [OH:1][C:2]1[CH:11]=[C:10]([CH3:12])[C:5]2[NH:6][C:7](=[O:9])[S:8][C:4]=2[CH:3]=1.[Cl:13][C:14]1[CH:19]=[C:18](Cl)[N:17]=[CH:16][N:15]=1.C(=O)([O-])[O-].[K+].[K+].O, predict the reaction product. The product is: [Cl:13][C:14]1[N:15]=[CH:16][N:17]=[C:18]([O:1][C:2]2[CH:11]=[C:10]([CH3:12])[C:5]3[NH:6][C:7](=[O:9])[S:8][C:4]=3[CH:3]=2)[CH:19]=1. (2) Given the reactants [Br:1][C:2]1[C:3]2[N:4]([N:9]=[CH:10][N:11]=2)[CH:5]=[C:6](I)[CH:7]=1.[CH3:12][O:13][C:14]1[CH:23]=[C:22]([NH:24][C:25](=[O:41])[C:26]2[CH:31]=[CH:30][CH:29]=[C:28](B3OC(C)(C)C(C)(C)O3)[CH:27]=2)[CH:21]=[CH:20][C:15]=1[C:16]([O:18][CH3:19])=[O:17].C(=O)([O-])[O-].[Na+].[Na+], predict the reaction product. The product is: [Br:1][C:2]1[C:3]2[N:4]([N:9]=[CH:10][N:11]=2)[CH:5]=[C:6]([C:28]2[CH:27]=[C:26]([CH:31]=[CH:30][CH:29]=2)[C:25]([NH:24][C:22]2[CH:21]=[CH:20][C:15]([C:16]([O:18][CH3:19])=[O:17])=[C:14]([O:13][CH3:12])[CH:23]=2)=[O:41])[CH:7]=1. (3) Given the reactants [CH:1]1[C:6]([C@H:7]2[C@H:12]([CH2:13][O:14][C:15]3[CH:16]=[CH:17][C:18]4[O:23][CH2:22][O:21][C:19]=4[CH:20]=3)[CH2:11][NH:10][CH2:9][CH2:8]2)=[CH:5][CH:4]=[C:3](F)[CH:2]=1.[OH-].[K+].C1(NC(=O)[O-])C=CC=CC=1.[CH3:37][S:38]([OH:41])(=[O:40])=[O:39], predict the reaction product. The product is: [CH3:37][S:38]([OH:41])(=[O:40])=[O:39].[CH2:8]1[C@@H:7]([C:6]2[CH:1]=[CH:2][CH:3]=[CH:4][CH:5]=2)[C@H:12]([CH2:13][O:14][C:15]2[CH:16]=[CH:17][C:18]3[O:23][CH2:22][O:21][C:19]=3[CH:20]=2)[CH2:11][NH:10][CH2:9]1. (4) Given the reactants [CH2:1]([O:3][C:4](=[O:24])[N:5]([CH2:17][C:18]1[CH:23]=[CH:22][CH:21]=[CH:20][CH:19]=1)[C:6]1[CH:11]=[C:10]([Br:12])[N:9]=[C:8](Br)[C:7]=1[N+:14]([O-:16])=[O:15])[CH3:2].[NH3:25].C(OCC)(=O)C.O, predict the reaction product. The product is: [CH2:1]([O:3][C:4](=[O:24])[N:5]([C:6]1[CH:11]=[C:10]([Br:12])[N:9]=[C:8]([NH2:25])[C:7]=1[N+:14]([O-:16])=[O:15])[CH2:17][C:18]1[CH:23]=[CH:22][CH:21]=[CH:20][CH:19]=1)[CH3:2]. (5) Given the reactants [O:1]1[C:5]2[CH:6]=[C:7]3[CH:12]=[C:11]([C:13]([OH:15])=O)[O:10][C:8]3=[CH:9][C:4]=2[NH:3][C:2]1=[O:16].[CH2:17]([O:24][CH:25]1[CH2:30][CH2:29][NH:28][CH2:27][CH2:26]1)[C:18]1[CH:23]=[CH:22][CH:21]=[CH:20][CH:19]=1, predict the reaction product. The product is: [CH2:17]([O:24][CH:25]1[CH2:30][CH2:29][N:28]([C:13]([C:11]2[O:10][C:8]3[C:7](=[CH:6][C:5]4[O:1][C:2](=[O:16])[NH:3][C:4]=4[CH:9]=3)[CH:12]=2)=[O:15])[CH2:27][CH2:26]1)[C:18]1[CH:19]=[CH:20][CH:21]=[CH:22][CH:23]=1.